This data is from Forward reaction prediction with 1.9M reactions from USPTO patents (1976-2016). The task is: Predict the product of the given reaction. (1) Given the reactants [OH-].[Na+].[CH:3]1([C:6]([C:8]2[C:16]3[C:11](=[N:12][CH:13]=[C:14]([N+:17]([O-:19])=[O:18])[CH:15]=3)[N:10](S(C3C=CC(C)=CC=3)(=O)=O)[N:9]=2)=[O:7])[CH2:5][CH2:4]1.CO, predict the reaction product. The product is: [CH:3]1([C:6]([C:8]2[C:16]3[C:11](=[N:12][CH:13]=[C:14]([N+:17]([O-:19])=[O:18])[CH:15]=3)[NH:10][N:9]=2)=[O:7])[CH2:4][CH2:5]1. (2) Given the reactants [NH:1]1[C:5]2=[CH:6][N:7]=[CH:8][CH:9]=[C:4]2[C:3]2([CH2:11][CH2:10]2)[C:2]1=[O:12].CC(C)([O-])C.[Na+].[Cl:19][C:20]1[CH:37]=[C:36]([F:38])[C:23]2[N:24]([CH:29]3[CH2:33][CH2:32][S:31](=[O:35])(=[O:34])[CH2:30]3)[C:25]([CH2:27]Cl)=[N:26][C:22]=2[CH:21]=1, predict the reaction product. The product is: [Cl:19][C:20]1[CH:37]=[C:36]([F:38])[C:23]2[N:24]([CH:29]3[CH2:33][CH2:32][S:31](=[O:34])(=[O:35])[CH2:30]3)[C:25]([CH2:27][N:1]3[C:5]4=[CH:6][N:7]=[CH:8][CH:9]=[C:4]4[C:3]4([CH2:10][CH2:11]4)[C:2]3=[O:12])=[N:26][C:22]=2[CH:21]=1.